Predict the reactants needed to synthesize the given product. From a dataset of Full USPTO retrosynthesis dataset with 1.9M reactions from patents (1976-2016). Given the product [Cl:1][C:2]1[N:7]=[CH:6][C:5]2[C:8]([F:14])=[N:9][N:10]([CH:11]([CH3:13])[CH3:12])[C:4]=2[CH:3]=1, predict the reactants needed to synthesize it. The reactants are: [Cl:1][C:2]1[N:7]=[CH:6][C:5]2[CH:8]=[N:9][N:10]([CH:11]([CH3:13])[CH3:12])[C:4]=2[CH:3]=1.[F:14][B-](F)(F)F.F[B-](F)(F)F.ClC[N+]12CC[N+](F)(CC1)CC2.C(#N)C.